This data is from Full USPTO retrosynthesis dataset with 1.9M reactions from patents (1976-2016). The task is: Predict the reactants needed to synthesize the given product. (1) Given the product [CH3:6][NH:8][CH:9]1[CH2:14][CH2:13][N:12]([C:15]([O:17][CH2:18][C:19]2[CH:20]=[C:21]([Cl:26])[CH:22]=[C:23]([Cl:25])[CH:24]=2)=[O:16])[CH2:11][CH2:10]1, predict the reactants needed to synthesize it. The reactants are: C(O[C:6]([N:8](C)[CH:9]1[CH2:14][CH2:13][N:12]([C:15]([O:17][CH2:18][C:19]2[CH:24]=[C:23]([Cl:25])[CH:22]=[C:21]([Cl:26])[CH:20]=2)=[O:16])[CH2:11][CH2:10]1)=O)(C)(C)C.Cl.O1CCOCC1. (2) Given the product [Cl:37][CH2:2][C:3]1[CH:8]=[CH:7][N:6]2[N:9]=[C:10]([NH:23][C:24](=[O:29])[C:25]([F:28])([F:27])[F:26])[C:11]([C:12]([NH:14][C:15]3[CH:16]=[N:17][CH:18]=[CH:19][C:20]=3[O:21][CH3:22])=[O:13])=[C:5]2[N:4]=1, predict the reactants needed to synthesize it. The reactants are: O[CH2:2][C:3]1[CH:8]=[CH:7][N:6]2[N:9]=[C:10]([NH:23][C:24](=[O:29])[C:25]([F:28])([F:27])[F:26])[C:11]([C:12]([NH:14][C:15]3[CH:16]=[N:17][CH:18]=[CH:19][C:20]=3[O:21][CH3:22])=[O:13])=[C:5]2[N:4]=1.CN(C=O)C.O=S(Cl)[Cl:37].